This data is from Catalyst prediction with 721,799 reactions and 888 catalyst types from USPTO. The task is: Predict which catalyst facilitates the given reaction. (1) Reactant: Cl.[F:2][C:3]([F:26])([F:25])[C:4]1[CH:5]=[C:6]([CH:18]=[C:19]([C:21]([F:24])([F:23])[F:22])[CH:20]=1)[CH2:7][O:8][C:9]1[CH:10]=[C:11]2[C:15](=[CH:16][CH:17]=1)[NH:14][CH2:13][CH2:12]2.[NH:27]([C:40]([O:42][C:43]([CH3:46])([CH3:45])[CH3:44])=[O:41])[C@@H:28]([C:37](O)=[O:38])[CH2:29][C:30](=[O:36])[O:31][C:32]([CH3:35])([CH3:34])[CH3:33].CCN=C=NCCCN(C)C.Cl.C1C=CC2N(O)N=NC=2C=1. Product: [C:32]([O:31][C:30](=[O:36])[CH2:29][C@@H:28]([NH:27][C:40]([O:42][C:43]([CH3:46])([CH3:45])[CH3:44])=[O:41])[C:37](=[O:38])[N:14]1[C:15]2[C:11](=[CH:10][C:9]([O:8][CH2:7][C:6]3[CH:18]=[C:19]([C:21]([F:24])([F:22])[F:23])[CH:20]=[C:4]([C:3]([F:2])([F:25])[F:26])[CH:5]=3)=[CH:17][CH:16]=2)[CH2:12][CH2:13]1)([CH3:35])([CH3:34])[CH3:33]. The catalyst class is: 3. (2) Reactant: [NH2:1][C:2]1[C:3](=[O:15])[N:4]([CH:9]2[CH2:14][CH2:13][CH2:12][CH2:11][CH2:10]2)[N:5]([CH3:8])[C:6]=1[CH3:7].[Si:16]([O:23][C@@H:24]([CH3:40])[C@H:25]([C:31]1[O:35][N:34]=[C:33]([C:36](O)=[O:37])[C:32]=1[CH3:39])[O:26][CH2:27][C:28]([CH3:30])=[CH2:29])([C:19]([CH3:22])([CH3:21])[CH3:20])([CH3:18])[CH3:17].CCN(C(C)C)C(C)C.CN(C(ON1N=NC2C=CC=NC1=2)=[N+](C)C)C.F[P-](F)(F)(F)(F)F. Product: [Si:16]([O:23][C@@H:24]([CH3:40])[C@H:25]([C:31]1[O:35][N:34]=[C:33]([C:36]([NH:1][C:2]2[C:3](=[O:15])[N:4]([CH:9]3[CH2:10][CH2:11][CH2:12][CH2:13][CH2:14]3)[N:5]([CH3:8])[C:6]=2[CH3:7])=[O:37])[C:32]=1[CH3:39])[O:26][CH2:27][C:28]([CH3:30])=[CH2:29])([C:19]([CH3:22])([CH3:20])[CH3:21])([CH3:18])[CH3:17]. The catalyst class is: 3. (3) Reactant: [CH3:1][S:2]([C:5]1[CH:10]=[CH:9][N+:8]([O-])=[C:7]([CH3:12])[C:6]=1[CH3:13])(=[O:4])=[O:3].C(O)(=[O:16])C.C(OC(=O)C)(=O)C. Product: [CH3:1][S:2]([C:5]1[CH:10]=[CH:9][N:8]=[C:7]([CH2:12][OH:16])[C:6]=1[CH3:13])(=[O:4])=[O:3]. The catalyst class is: 5. (4) Reactant: [OH:1][CH:2]1[CH2:7][CH2:6][N:5]([C:8]([O:10][C:11]([CH3:14])([CH3:13])[CH3:12])=[O:9])[CH2:4][CH2:3]1.[H-].[Na+].Br[C:18]1[S:22][N:21]=[CH:20][C:19]=1[N+:23]([O-:25])=[O:24]. Product: [N+:23]([C:19]1[CH:20]=[N:21][S:22][C:18]=1[O:1][CH:2]1[CH2:3][CH2:4][N:5]([C:8]([O:10][C:11]([CH3:14])([CH3:13])[CH3:12])=[O:9])[CH2:6][CH2:7]1)([O-:25])=[O:24]. The catalyst class is: 155. (5) Reactant: [CH3:1][C:2]1[C:11]([OH:12])=[CH:10][C:9]2[C:4](=[N:5][CH:6]=[CH:7][CH:8]=2)[N:3]=1.Cl[C:14]1[C:23]2[C:18](=[CH:19][C:20]([O:26][CH3:27])=[C:21]([O:24][CH3:25])[CH:22]=2)[N:17]=[CH:16][CH:15]=1.O. The catalyst class is: 420. Product: [CH3:25][O:24][C:21]1[CH:22]=[C:23]2[C:18](=[CH:19][C:20]=1[O:26][CH3:27])[N:17]=[CH:16][CH:15]=[C:14]2[O:12][C:11]1[C:2]([CH3:1])=[N:3][C:4]2[C:9]([CH:10]=1)=[CH:8][CH:7]=[CH:6][N:5]=2. (6) Reactant: [NH2:1][C:2]1[C:10]2[C:5](=[N:6][CH:7]=[CH:8][C:9]=2OS(C(F)(F)F)(=O)=O)[S:4][C:3]=1[C:19](=[O:21])[NH2:20].[N+:22]([C:25]1[CH:31]=[CH:30][C:28]([NH2:29])=[CH:27][CH:26]=1)([O-:24])=[O:23]. Product: [NH2:1][C:2]1[C:10]2[C:5](=[N:6][CH:7]=[CH:8][C:9]=2[NH:29][C:28]2[CH:30]=[CH:31][C:25]([N+:22]([O-:24])=[O:23])=[CH:26][CH:27]=2)[S:4][C:3]=1[C:19]([NH2:20])=[O:21]. The catalyst class is: 12. (7) Reactant: [Cl:1][C:2]1[C:7]([C:8](O)=[O:9])=[C:6]([F:11])[C:5]([NH:12][S:13]([CH2:16][CH2:17][CH3:18])(=[O:15])=[O:14])=[CH:4][CH:3]=1.C(Cl)(=O)C([Cl:22])=O. Product: [Cl:1][C:2]1[C:7]([C:8]([Cl:22])=[O:9])=[C:6]([F:11])[C:5]([NH:12][S:13]([CH2:16][CH2:17][CH3:18])(=[O:15])=[O:14])=[CH:4][CH:3]=1. The catalyst class is: 120.